From a dataset of Forward reaction prediction with 1.9M reactions from USPTO patents (1976-2016). Predict the product of the given reaction. (1) Given the reactants [S:1]1[CH:5]=[CH:4][C:3]([C:6]([OH:8])=[O:7])=[CH:2]1.[Br:9]N1C(=O)CCC1=O.O, predict the reaction product. The product is: [Br:9][C:5]1[S:1][CH:2]=[C:3]([C:6]([OH:8])=[O:7])[CH:4]=1. (2) Given the reactants F[C:2]1[CH:12]=[CH:11][C:5]([C:6]([O:8][CH2:9][CH3:10])=[O:7])=[CH:4][C:3]=1[N+:13]([O-:15])=[O:14].[CH2:16]([CH:18]([C:21]1[NH:22][CH:23]=[CH:24][N:25]=1)[CH2:19][CH3:20])[CH3:17].C(N(CC)C(C)C)(C)C, predict the reaction product. The product is: [CH2:16]([CH:18]([C:21]1[N:22]([C:2]2[CH:12]=[CH:11][C:5]([C:6]([O:8][CH2:9][CH3:10])=[O:7])=[CH:4][C:3]=2[N+:13]([O-:15])=[O:14])[CH:23]=[CH:24][N:25]=1)[CH2:19][CH3:20])[CH3:17]. (3) Given the reactants [CH2:1]([O:3][C:4]1[C:5](/[C:18](/[CH2:26][CH3:27])=[C:19](/[F:25])\[C:20](OCC)=[O:21])=[CH:6][C:7]2[C:8]([CH2:16][CH3:17])=[CH:9][CH2:10][C:11]([CH3:15])([CH3:14])[C:12]=2[CH:13]=1)[CH3:2].[H-].C([Al+]CC(C)C)C(C)C, predict the reaction product. The product is: [CH2:1]([O:3][C:4]1[C:5](/[C:18](/[CH2:26][CH3:27])=[C:19](/[F:25])\[CH2:20][OH:21])=[CH:6][C:7]2[C:8]([CH2:16][CH3:17])=[CH:9][CH2:10][C:11]([CH3:15])([CH3:14])[C:12]=2[CH:13]=1)[CH3:2]. (4) Given the reactants [N:1]1([CH2:7][CH2:8][O:9][C:10]2[S:11][C:12]3[CH:18]=[C:17]([N+:19]([O-])=O)[CH:16]=[CH:15][C:13]=3[N:14]=2)[CH2:6][CH2:5][O:4][CH2:3][CH2:2]1, predict the reaction product. The product is: [N:1]1([CH2:7][CH2:8][O:9][C:10]2[S:11][C:12]3[CH:18]=[C:17]([NH2:19])[CH:16]=[CH:15][C:13]=3[N:14]=2)[CH2:6][CH2:5][O:4][CH2:3][CH2:2]1. (5) Given the reactants C(OC(=O)[NH:10][CH2:11][CH:12]1[CH2:17][CH2:16][N:15]([CH2:18][C:19]2([OH:25])[CH2:24][CH2:23][O:22][CH2:21][CH2:20]2)[CH2:14][CH2:13]1)C1C=CC=CC=1, predict the reaction product. The product is: [NH2:10][CH2:11][CH:12]1[CH2:17][CH2:16][N:15]([CH2:18][C:19]2([OH:25])[CH2:24][CH2:23][O:22][CH2:21][CH2:20]2)[CH2:14][CH2:13]1.